From a dataset of Full USPTO retrosynthesis dataset with 1.9M reactions from patents (1976-2016). Predict the reactants needed to synthesize the given product. (1) Given the product [CH:19]([O:21][C@H:3]1[C@H:4]([CH3:8])[CH2:5][CH2:6][CH2:7][C:2]1([CH3:1])[CH3:11])=[O:20], predict the reactants needed to synthesize it. The reactants are: [CH3:1][C:2]1([CH3:11])[CH2:7][CH2:6][CH2:5][C@@H:4]([CH3:8])[C@@H:3]1C=O.ClC1C=CC=C([C:19]([O:21]O)=[O:20])C=1. (2) Given the product [N:1]1([C:7]([C@H:9]2[CH2:10][CH2:11][C@H:12]([C:15]([OH:17])=[O:16])[CH2:13][CH2:14]2)=[O:8])[CH2:2][CH2:3][O:4][CH2:5][CH2:6]1, predict the reactants needed to synthesize it. The reactants are: [N:1]1([C:7]([C@H:9]2[CH2:14][CH2:13][C@H:12]([C:15]([O:17]C)=[O:16])[CH2:11][CH2:10]2)=[O:8])[CH2:6][CH2:5][O:4][CH2:3][CH2:2]1.[OH-].[Na+]. (3) Given the product [F:21][C:22]1[CH:27]=[CH:26][C:25]([C:2]2[C:11]3[C:6](=[CH:7][C:8]([O:12][CH3:13])=[CH:9][CH:10]=3)[CH:5]=[C:4]([NH:14][C:15]3[CH:19]=[C:18]([CH3:20])[NH:17][N:16]=3)[N:3]=2)=[CH:24][CH:23]=1, predict the reactants needed to synthesize it. The reactants are: Cl[C:2]1[C:11]2[C:6](=[CH:7][C:8]([O:12][CH3:13])=[CH:9][CH:10]=2)[CH:5]=[C:4]([NH:14][C:15]2[CH:19]=[C:18]([CH3:20])[NH:17][N:16]=2)[N:3]=1.[F:21][C:22]1[CH:27]=[CH:26][C:25](B(O)O)=[CH:24][CH:23]=1.